Dataset: Forward reaction prediction with 1.9M reactions from USPTO patents (1976-2016). Task: Predict the product of the given reaction. (1) Given the reactants [CH2:1]([N:5]1[C:14](=[O:15])[C:13]([C:16]([OH:18])=O)=[C:12]2[C:7]([CH2:8][CH2:9][CH2:10][CH2:11]2)=[CH:6]1)[CH2:2][CH2:3][CH3:4].S(Cl)(Cl)=O.[CH2:23]([NH2:30])[C:24]1[CH:29]=[CH:28][CH:27]=[CH:26][CH:25]=1.Cl, predict the reaction product. The product is: [CH2:23]([NH:30][C:16]([C:13]1[C:14](=[O:15])[N:5]([CH2:1][CH2:2][CH2:3][CH3:4])[CH:6]=[C:7]2[C:12]=1[CH2:11][CH2:10][CH2:9][CH2:8]2)=[O:18])[C:24]1[CH:29]=[CH:28][CH:27]=[CH:26][CH:25]=1. (2) Given the reactants [N:1]1[CH:6]=[CH:5][CH:4]=[C:3]([CH2:7][CH2:8][NH2:9])[CH:2]=1.[Cl:10][C:11]1[CH:16]=[CH:15][N:14]=[C:13]2[CH:17]=[C:18]([C:20]([O-])=[O:21])[S:19][C:12]=12.[Li+], predict the reaction product. The product is: [N:1]1[CH:6]=[CH:5][CH:4]=[C:3]([CH2:7][CH2:8][NH:9][C:20]([C:18]2[S:19][C:12]3[C:13](=[N:14][CH:15]=[CH:16][C:11]=3[Cl:10])[CH:17]=2)=[O:21])[CH:2]=1. (3) Given the reactants Cl[CH2:2][C:3]1[CH:28]=[CH:27][C:6]([C:7]([NH:9][C:10]2[S:11][C:12]3[C:18]([N:19]4[CH2:24][CH2:23][O:22][CH2:21][CH2:20]4)=[CH:17][CH:16]=[C:15]([O:25][CH3:26])[C:13]=3[N:14]=2)=[O:8])=[CH:5][CH:4]=1.C([N:36]1[CH2:41][CH2:40][NH:39][CH2:38][CH2:37]1)(OC(C)(C)C)=O.C(=O)([O-])N.C(=O)([O-])[O-].[Na+].[Na+], predict the reaction product. The product is: [CH3:26][O:25][C:15]1[C:13]2[N:14]=[C:10]([NH:9][C:7](=[O:8])[C:6]3[CH:5]=[CH:4][C:3]([CH2:2][N:36]4[CH2:41][CH2:40][NH:39][CH2:38][CH2:37]4)=[CH:28][CH:27]=3)[S:11][C:12]=2[C:18]([N:19]2[CH2:24][CH2:23][O:22][CH2:21][CH2:20]2)=[CH:17][CH:16]=1. (4) Given the reactants Cl.[CH3:2][O:3][C:4]1[CH:5]=[C:6]2[C:11](=[C:12]([N:14]3[CH2:19][CH2:18][N:17]([CH3:20])[CH2:16][CH2:15]3)[CH:13]=1)[O:10][CH:9]([C:21](O)=[O:22])[CH2:8][CH2:7]2.C(N(CC)C(C)C)(C)C.CN(C(ON1N=NC2C=CC=CC1=2)=[N+](C)C)C.[B-](F)(F)(F)F.[NH2:55][C:56]1[CH:61]=[CH:60][C:59]([N:62]2[CH2:67][CH2:66][CH2:65][N:64]([CH3:68])[C:63]2=[O:69])=[CH:58][CH:57]=1, predict the reaction product. The product is: [CH3:2][O:3][C:4]1[CH:5]=[C:6]2[C:11](=[C:12]([N:14]3[CH2:15][CH2:16][N:17]([CH3:20])[CH2:18][CH2:19]3)[CH:13]=1)[O:10][CH:9]([C:21]([NH:55][C:56]1[CH:57]=[CH:58][C:59]([N:62]3[CH2:67][CH2:66][CH2:65][N:64]([CH3:68])[C:63]3=[O:69])=[CH:60][CH:61]=1)=[O:22])[CH2:8][CH2:7]2. (5) Given the reactants [CH3:1][O:2][C:3]([CH:5]1[CH2:10][CH2:9][CH2:8][CH:7]([CH2:11][CH:12]=[CH2:13])[NH:6]1)=[O:4].[C:14]([O:18][C:19]([NH:21][CH:22]([CH2:26][CH:27]=[CH2:28])[C:23](O)=[O:24])=[O:20])([CH3:17])([CH3:16])[CH3:15].CC(COC1N(C(OCC(C)C)=O)C2C(=CC=CC=2)C=C1)C, predict the reaction product. The product is: [CH3:1][O:2][C:3]([CH:5]1[CH2:10][CH2:9][CH2:8][CH:7]([CH2:11][CH:12]=[CH2:13])[N:6]1[C:23](=[O:24])[CH:22]([NH:21][C:19]([O:18][C:14]([CH3:17])([CH3:16])[CH3:15])=[O:20])[CH2:26][CH:27]=[CH2:28])=[O:4]. (6) Given the reactants [O:1]([CH2:8][C:9]1[N:13]([CH2:14][C:15]2[CH:20]=[CH:19][C:18]([O:21][C:22]([F:25])([F:24])[F:23])=[CH:17][CH:16]=2)[C:12]2[CH:26]=[CH:27][C:28]([C:30](O)=[O:31])=[CH:29][C:11]=2[N:10]=1)[C:2]1[CH:7]=[CH:6][CH:5]=[CH:4][CH:3]=1.CC(C)N=C=NC(C)C.[N:42]1[CH:47]=[CH:46][CH:45]=[CH:44][C:43]=1[NH:48][NH2:49], predict the reaction product. The product is: [N:42]1[CH:47]=[CH:46][CH:45]=[CH:44][C:43]=1[NH:48][NH:49][C:30]([C:28]1[CH:27]=[CH:26][C:12]2[N:13]([CH2:14][C:15]3[CH:20]=[CH:19][C:18]([O:21][C:22]([F:24])([F:23])[F:25])=[CH:17][CH:16]=3)[C:9]([CH2:8][O:1][C:2]3[CH:3]=[CH:4][CH:5]=[CH:6][CH:7]=3)=[N:10][C:11]=2[CH:29]=1)=[O:31].